This data is from Forward reaction prediction with 1.9M reactions from USPTO patents (1976-2016). The task is: Predict the product of the given reaction. (1) Given the reactants Cl[C:2]1[CH:3]=[CH:4][C:5]2[N:11]3[CH2:12][C@@H:8]([CH2:9][CH2:10]3)[N:7]([C:13]([NH:15][C:16]3[CH:21]=[N:20][CH:19]=[CH:18][N:17]=3)=[O:14])[C:6]=2[N:22]=1.[CH3:23][C:24]1[CH:29]=[C:28](B(O)O)[CH:27]=[CH:26][N:25]=1.[O-]P([O-])([O-])=O.[K+].[K+].[K+].CC(C1C=C(C(C)C)C(C2C=CC=CC=2P(C2CCCCC2)C2CCCCC2)=C(C(C)C)C=1)C, predict the reaction product. The product is: [CH3:23][C:24]1[CH:29]=[C:28]([C:2]2[CH:3]=[CH:4][C:5]3[N:11]4[CH2:12][C@@H:8]([CH2:9][CH2:10]4)[N:7]([C:13]([NH:15][C:16]4[CH:21]=[N:20][CH:19]=[CH:18][N:17]=4)=[O:14])[C:6]=3[N:22]=2)[CH:27]=[CH:26][N:25]=1. (2) Given the reactants I[C:2]1[C:10]2[C:5](=[CH:6][CH:7]=[CH:8][CH:9]=2)[N:4]([C:11]2[CH:16]=[CH:15][C:14]([NH:17][C:18]([NH:20][CH2:21][C:22]3[CH:23]=[N:24][CH:25]=[CH:26][CH:27]=3)=[O:19])=[CH:13][CH:12]=2)[N:3]=1.[CH2:28]([N:31]1[CH2:36][CH2:35][O:34][CH2:33][CH2:32]1)[C:29]#[CH:30].C(N(CC)CC)C, predict the reaction product. The product is: [O:34]1[CH2:35][CH2:36][N:31]([CH2:28][C:29]#[C:30][C:2]2[C:10]3[C:5](=[CH:6][CH:7]=[CH:8][CH:9]=3)[N:4]([C:11]3[CH:16]=[CH:15][C:14]([NH:17][C:18]([NH:20][CH2:21][C:22]4[CH:23]=[N:24][CH:25]=[CH:26][CH:27]=4)=[O:19])=[CH:13][CH:12]=3)[N:3]=2)[CH2:32][CH2:33]1.